Dataset: Reaction yield outcomes from USPTO patents with 853,638 reactions. Task: Predict the reaction yield, written as a fraction of the theoretical maximum amount of product (1.0 means a 100% yield; for example, 0.34 means a 34% yield). (1) The reactants are Cl[C:2]1[CH:7]=[CH:6][N:5]2[C:8]([C:11]3[CH:16]=[CH:15][C:14]([O:17][CH2:18][CH3:19])=[CH:13][CH:12]=3)=[CH:9][N:10]=[C:4]2[CH:3]=1.C1C=CC(P(C2C(C3C(P(C4C=CC=CC=4)C4C=CC=CC=4)=CC=C4C=3C=CC=C4)=C3C(C=CC=C3)=CC=2)C2C=CC=CC=2)=CC=1.[CH2:66]([C:68]1[CH:75]=[CH:74][C:71]([CH2:72][NH2:73])=[CH:70][CH:69]=1)[CH3:67].CC(C)([O-])C.[Na+]. The catalyst is C1(C)C=CC=CC=1.C(Cl)(Cl)Cl.[Pd].C(=CC(C=CC1C=CC=CC=1)=O)C1C=CC=CC=1.C(=CC(C=CC1C=CC=CC=1)=O)C1C=CC=CC=1.C(=CC(C=CC1C=CC=CC=1)=O)C1C=CC=CC=1. The product is [CH2:18]([O:17][C:14]1[CH:15]=[CH:16][C:11]([C:8]2[N:5]3[CH:6]=[CH:7][C:2]([NH:73][CH2:72][C:71]4[CH:74]=[CH:75][C:68]([CH2:66][CH3:67])=[CH:69][CH:70]=4)=[CH:3][C:4]3=[N:10][CH:9]=2)=[CH:12][CH:13]=1)[CH3:19]. The yield is 0.270. (2) The reactants are Cl[CH2:2][CH2:3][C@H:4]([C:6]1[CH:11]=[CH:10][CH:9]=[CH:8][CH:7]=1)[OH:5].[CH3:12][CH:13]([CH3:29])[C:14]([NH:16][C:17]1[CH:22]=[CH:21][CH:20]=[C:19]([CH:23]2[CH2:28][CH2:27][NH:26][CH2:25][CH2:24]2)[CH:18]=1)=[O:15].C(=O)([O-])[O-].[K+].[K+].[I-].[Na+]. The catalyst is O.CN(C=O)C. The product is [OH:5][C@@H:4]([C:6]1[CH:11]=[CH:10][CH:9]=[CH:8][CH:7]=1)[CH2:3][CH2:2][N:26]1[CH2:27][CH2:28][CH:23]([C:19]2[CH:18]=[C:17]([NH:16][C:14](=[O:15])[CH:13]([CH3:12])[CH3:29])[CH:22]=[CH:21][CH:20]=2)[CH2:24][CH2:25]1. The yield is 0.943.